This data is from Forward reaction prediction with 1.9M reactions from USPTO patents (1976-2016). The task is: Predict the product of the given reaction. (1) Given the reactants C(O)(=O)C.[CH3:5][C:6]1[C:11]([N+:12]([O-])=O)=[C:10]([CH3:15])[N:9]=[C:8]([N:16]2[CH2:21][CH2:20][O:19][CH2:18][CH2:17]2)[CH:7]=1, predict the reaction product. The product is: [CH3:15][C:10]1[C:11]([NH2:12])=[C:6]([CH3:5])[CH:7]=[C:8]([N:16]2[CH2:17][CH2:18][O:19][CH2:20][CH2:21]2)[N:9]=1. (2) The product is: [Cl:34][C:33]1[C:32]([O:35][CH3:36])=[CH:31][C:30]([O:37][CH3:38])=[C:29]([Cl:39])[C:28]=1[C:18]1[C:17](=[O:40])[N:16]([CH2:15][CH2:14][N:12]([CH3:13])[CH:10]2[CH2:11][N:8]([C:6]([O:5][C:1]([CH3:3])([CH3:2])[CH3:4])=[O:7])[CH2:9]2)[C:21]2[N:22]=[C:23]([NH:26][CH3:27])[N:24]=[CH:25][C:20]=2[CH:19]=1. Given the reactants [C:1]([O:5][C:6]([N:8]1[CH2:11][CH:10]([N+:12]([O-])([CH2:14][CH2:15][N:16]2[C:21]3[N:22]=[C:23]([NH:26][CH3:27])[N:24]=[CH:25][C:20]=3[CH:19]=[C:18]([C:28]3[C:33]([Cl:34])=[C:32]([O:35][CH3:36])[CH:31]=[C:30]([O:37][CH3:38])[C:29]=3[Cl:39])[C:17]2=[O:40])[CH3:13])[CH2:9]1)=[O:7])([CH3:4])([CH3:3])[CH3:2].[NH4+].[Cl-], predict the reaction product. (3) Given the reactants [CH3:1][S:2](Cl)(=[O:4])=[O:3].[N+:6]([C:9]1[CH:10]=[C:11]([CH2:15][CH2:16][OH:17])[CH:12]=[CH:13][CH:14]=1)([O-:8])=[O:7].C(N(CC)CC)C, predict the reaction product. The product is: [CH3:1][S:2]([O:17][CH2:16][CH2:15][C:11]1[CH:12]=[CH:13][CH:14]=[C:9]([N+:6]([O-:8])=[O:7])[CH:10]=1)(=[O:4])=[O:3]. (4) Given the reactants [C:1]([O:5][C:6](=[O:22])[NH:7][C:8]1[CH:13]=[CH:12][C:11]([C:14]2[CH:19]=[CH:18][CH:17]=[CH:16][C:15]=2[F:20])=[CH:10][C:9]=1[NH2:21])([CH3:4])([CH3:3])[CH3:2].[N:23]1([C:28]2[CH:33]=[C:32]([C:34]3[O:39]C(C)(C)[O:37][C:36](=O)[CH:35]=3)[CH:31]=[CH:30][N:29]=2)[CH:27]=[CH:26][N:25]=[CH:24]1, predict the reaction product. The product is: [C:1]([O:5][C:6](=[O:22])[NH:7][C:8]1[CH:13]=[CH:12][C:11]([C:14]2[CH:19]=[CH:18][CH:17]=[CH:16][C:15]=2[F:20])=[CH:10][C:9]=1[NH:21][C:36](=[O:37])[CH2:35][C:34]([C:32]1[CH:31]=[CH:30][N:29]=[C:28]([N:23]2[CH:27]=[CH:26][N:25]=[CH:24]2)[CH:33]=1)=[O:39])([CH3:4])([CH3:2])[CH3:3]. (5) Given the reactants [CH3:1][O:2][C:3]1[CH:4]=[C:5]([CH:7]=[CH:8][C:9]=1[C:10]1[O:14][N:13]=[C:12]([CH3:15])[N:11]=1)[NH2:6].[C:16](N1C=CC=CC1=O)(N1C=CC=CC1=O)=[S:17], predict the reaction product. The product is: [N:6]([C:5]1[CH:7]=[CH:8][C:9]([C:10]2[O:14][N:13]=[C:12]([CH3:15])[N:11]=2)=[C:3]([O:2][CH3:1])[CH:4]=1)=[C:16]=[S:17]. (6) Given the reactants [OH:1][C@@H:2]([C@H:4]1[C:25](=[O:26])[N:6]2[C@@H:7]([C:12]([O:14][CH2:15][C:16]3[CH:21]=[CH:20][C:19]([N+:22]([O-:24])=[O:23])=[CH:18][CH:17]=3)=[O:13])[C:8](=O)[C@H:9]([CH3:10])[C@H:5]12)[CH3:3].[CH:27]([S:30][C:31]1[N:32]=[CH:33][N:34]2[CH:38]=[C:37]([Sn](CCCC)(CCCC)CCCC)[S:36][C:35]=12)([CH3:29])[CH3:28], predict the reaction product. The product is: [OH:1][C@@H:2]([C@H:4]1[C:25](=[O:26])[N:6]2[C:7]([C:12]([O:14][CH2:15][C:16]3[CH:17]=[CH:18][C:19]([N+:22]([O-:24])=[O:23])=[CH:20][CH:21]=3)=[O:13])=[C:8]([C:37]3[S:36][C:35]4=[C:31]([S:30][CH:27]([CH3:29])[CH3:28])[N:32]=[CH:33][N:34]4[CH:38]=3)[C@H:9]([CH3:10])[C@H:5]12)[CH3:3]. (7) Given the reactants [OH:1][CH:2]1[CH2:7][CH2:6][CH:5]([C:8](=O)[CH2:9][CH3:10])[CH2:4][CH2:3]1.[Cl:12][CH2:13][CH2:14][O:15][C:16]1[CH:21]=[CH:20][C:19]([C:22]([C:24]2[CH:29]=[CH:28][C:27]([OH:30])=[CH:26][CH:25]=2)=O)=[CH:18][CH:17]=1, predict the reaction product. The product is: [Cl:12][CH2:13][CH2:14][O:15][C:16]1[CH:21]=[CH:20][C:19]([C:22]([C:24]2[CH:29]=[CH:28][C:27]([OH:30])=[CH:26][CH:25]=2)=[C:8]([CH:5]2[CH2:6][CH2:7][CH:2]([OH:1])[CH2:3][CH2:4]2)[CH2:9][CH3:10])=[CH:18][CH:17]=1.